From a dataset of Full USPTO retrosynthesis dataset with 1.9M reactions from patents (1976-2016). Predict the reactants needed to synthesize the given product. (1) The reactants are: Br[C:2]1[CH:3]=[C:4]2[C:8](=[CH:9][CH:10]=1)[C:7](=[O:11])[N:6]([CH2:12][CH2:13][OH:14])[CH2:5]2.[Na+].[I-:16].CN[C@@H]1CCCC[C@H]1NC.N. Given the product [OH:14][CH2:13][CH2:12][N:6]1[CH2:5][C:4]2[C:8](=[CH:9][CH:10]=[C:2]([I:16])[CH:3]=2)[C:7]1=[O:11], predict the reactants needed to synthesize it. (2) Given the product [C:22]([O:21][C:19]([N:16]1[CH2:15][CH2:14][N:13]([CH2:12][C:3]2[C:4]3[O:8]/[C:7](=[CH:26]\[C:28]4[C:36]5[C:31](=[CH:32][C:33]([C:37]([O:39][CH3:40])=[O:38])=[CH:34][CH:35]=5)[NH:30][CH:29]=4)/[C:6](=[O:9])[C:5]=3[CH:10]=[CH:11][C:2]=2[OH:1])[CH2:18][CH2:17]1)=[O:20])([CH3:25])([CH3:24])[CH3:23], predict the reactants needed to synthesize it. The reactants are: [OH:1][C:2]1[CH:11]=[CH:10][C:5]2[C:6](=[O:9])[CH2:7][O:8][C:4]=2[C:3]=1[CH2:12][N:13]1[CH2:18][CH2:17][N:16]([C:19]([O:21][C:22]([CH3:25])([CH3:24])[CH3:23])=[O:20])[CH2:15][CH2:14]1.[CH:26]([C:28]1[C:36]2[C:31](=[CH:32][C:33]([C:37]([O:39][CH3:40])=[O:38])=[CH:34][CH:35]=2)[NH:30][CH:29]=1)=O. (3) Given the product [CH2:15]([O:17][C:18]([C:20]1([CH2:35][O:14][C:11]2[CH:12]=[N:13][C:8]([C:5]3[CH:4]=[CH:3][C:2]([F:1])=[CH:7][CH:6]=3)=[CH:9][CH:10]=2)[CH2:24][CH2:23][N:22]([C:25](=[O:34])[C:26]2[CH:31]=[CH:30][CH:29]=[CH:28][C:27]=2[O:32][CH3:33])[CH2:21]1)=[O:19])[CH3:16], predict the reactants needed to synthesize it. The reactants are: [F:1][C:2]1[CH:7]=[CH:6][C:5]([C:8]2[N:13]=[CH:12][C:11]([OH:14])=[CH:10][CH:9]=2)=[CH:4][CH:3]=1.[CH2:15]([O:17][C:18]([C:20]1([CH2:35]I)[CH2:24][CH2:23][N:22]([C:25](=[O:34])[C:26]2[CH:31]=[CH:30][CH:29]=[CH:28][C:27]=2[O:32][CH3:33])[CH2:21]1)=[O:19])[CH3:16]. (4) Given the product [ClH:1].[CH3:2][N:3]([CH2:10][CH2:11][O:12][C:13]1[CH:26]=[CH:25][C:16]([CH2:17][CH:18]2[S:22][C:21](=[O:23])[NH:20][C:19]2=[O:24])=[CH:15][CH:14]=1)[C:4]1[CH:9]=[CH:8][CH:7]=[CH:6][N:5]=1, predict the reactants needed to synthesize it. The reactants are: [ClH:1].[CH3:2][N:3]([CH2:10][CH2:11][O:12][C:13]1[CH:26]=[CH:25][C:16]([CH2:17][CH:18]2[S:22][C:21](=[O:23])[NH:20][C:19]2=[O:24])=[CH:15][CH:14]=1)[C:4]1[CH:9]=[CH:8][CH:7]=[CH:6][N:5]=1. (5) Given the product [ClH:1].[O:32]1[C:37]2=[CH:38][N:39]=[C:40]([CH2:42][NH:3][CH:4]3[CH2:5][CH2:6][N:7]([CH2:10][CH2:11][N:12]4[C:21]5[C:16](=[N:17][CH:18]=[C:19]([O:22][CH3:23])[CH:20]=5)[CH:15]=[CH:14][C:13]4=[O:24])[CH2:8][CH2:9]3)[CH:41]=[C:36]2[CH2:35][CH2:34][CH2:33]1, predict the reactants needed to synthesize it. The reactants are: [ClH:1].Cl.[NH2:3][CH:4]1[CH2:9][CH2:8][N:7]([CH2:10][CH2:11][N:12]2[C:21]3[C:16](=[N:17][CH:18]=[C:19]([O:22][CH3:23])[CH:20]=3)[CH:15]=[CH:14][C:13]2=[O:24])[CH2:6][CH2:5]1.C(N(CC)CC)C.[O:32]1[C:37]2=[CH:38][N:39]=[C:40]([CH:42]=O)[CH:41]=[C:36]2[CH2:35][CH2:34][CH2:33]1.[BH-](OC(C)=O)(OC(C)=O)OC(C)=O.[Na+].C([O-])(O)=O.[Na+]. (6) Given the product [Cl:1][C:2]1[CH:3]=[CH:4][C:5]([S:8]([CH:11]([C:18]2[CH:23]=[C:22]([F:24])[CH:21]=[CH:20][C:19]=2[F:25])[CH2:12][CH2:13][S:14]([CH2:15][CH2:16][OH:17])=[O:34])(=[O:10])=[O:9])=[CH:6][CH:7]=1, predict the reactants needed to synthesize it. The reactants are: [Cl:1][C:2]1[CH:7]=[CH:6][C:5]([S:8]([CH:11]([C:18]2[CH:23]=[C:22]([F:24])[CH:21]=[CH:20][C:19]=2[F:25])[CH2:12][CH2:13][S:14][CH2:15][CH2:16][OH:17])(=[O:10])=[O:9])=[CH:4][CH:3]=1.ClC1C=CC=C(C(OO)=[O:34])C=1. (7) Given the product [C:2]([C:4]1[C:5]([O:37][CH:38]([CH3:40])[CH3:39])=[CH:6][C:7]([NH:10][C:11]([N:13]2[C:22]3[C:17](=[CH:18][C:19]([CH2:28][N:29]4[CH2:34][CH2:33][N:32]([CH3:35])[CH2:31][C:30]4=[O:36])=[C:20]([CH:23]=[O:24])[N:21]=3)[CH2:16][CH2:15][CH2:14]2)=[O:12])=[N:8][CH:9]=1)#[N:3], predict the reactants needed to synthesize it. The reactants are: Cl.[C:2]([C:4]1[C:5]([O:37][CH:38]([CH3:40])[CH3:39])=[CH:6][C:7]([NH:10][C:11]([N:13]2[C:22]3[C:17](=[CH:18][C:19]([CH2:28][N:29]4[CH2:34][CH2:33][N:32]([CH3:35])[CH2:31][C:30]4=[O:36])=[C:20]([CH:23](OC)[O:24]C)[N:21]=3)[CH2:16][CH2:15][CH2:14]2)=[O:12])=[N:8][CH:9]=1)#[N:3].C([O-])(O)=O.[Na+].CCOC(C)=O.